From a dataset of Peptide-MHC class II binding affinity with 134,281 pairs from IEDB. Regression. Given a peptide amino acid sequence and an MHC pseudo amino acid sequence, predict their binding affinity value. This is MHC class II binding data. (1) The MHC is DRB1_1501 with pseudo-sequence DRB1_1501. The binding affinity (normalized) is 0. The peptide sequence is TKCYKLEHPVTGCGERTE. (2) The peptide sequence is IVTHFPFDEQNCSMKLG. The MHC is DRB1_1101 with pseudo-sequence DRB1_1101. The binding affinity (normalized) is 0. (3) The binding affinity (normalized) is 0.733. The peptide sequence is KKLTIAYLVGSNMTQRV. The MHC is HLA-DQA10102-DQB10501 with pseudo-sequence HLA-DQA10102-DQB10501. (4) The peptide sequence is QNLARTISEAGQAMA. The MHC is HLA-DPA10201-DPB10101 with pseudo-sequence HLA-DPA10201-DPB10101. The binding affinity (normalized) is 0.422. (5) The peptide sequence is RSPISNMVSMANNHM. The MHC is DRB1_0301 with pseudo-sequence DRB1_0301. The binding affinity (normalized) is 0.123. (6) The MHC is DRB1_0901 with pseudo-sequence DRB1_0901. The binding affinity (normalized) is 0.619. The peptide sequence is QSTFLGASQRGVGVA. (7) The MHC is HLA-DQA10401-DQB10402 with pseudo-sequence HLA-DQA10401-DQB10402. The binding affinity (normalized) is 0.318. The peptide sequence is VALFAVFLGSAHGIP. (8) The peptide sequence is VLTRLEAWLTEHGCN. The MHC is DRB1_1101 with pseudo-sequence DRB1_1101. The binding affinity (normalized) is 0.593. (9) The peptide sequence is APYVAWMRATAIQAE. The MHC is HLA-DQA10102-DQB10502 with pseudo-sequence HLA-DQA10102-DQB10502. The binding affinity (normalized) is 0.492. (10) The peptide sequence is GMVIFFMSPKGISRM. The MHC is DRB1_0801 with pseudo-sequence DRB1_0801. The binding affinity (normalized) is 0.692.